This data is from Full USPTO retrosynthesis dataset with 1.9M reactions from patents (1976-2016). The task is: Predict the reactants needed to synthesize the given product. (1) Given the product [C:24]([C:23]1[CH:22]=[CH:21][C:36]([C:40]([NH:20][C:16]2[CH:17]=[CH:18][CH:19]=[C:14]([CH:7]([C:8]3[CH:13]=[CH:12][CH:11]=[CH:10][N:9]=3)[CH2:6][C:2]3[NH:1][CH2:5][CH2:4][N:3]=3)[CH:15]=2)=[O:39])=[CH:37][CH:38]=1)(=[O:26])[C:35]1[CH:34]=[CH:8][CH:7]=[CH:6][CH:2]=1, predict the reactants needed to synthesize it. The reactants are: [NH:1]1[CH2:5][CH2:4][N:3]=[C:2]1[CH2:6][CH:7]([C:14]1[CH:15]=[C:16]([NH2:20])[CH:17]=[CH:18][CH:19]=1)[C:8]1[CH:13]=[CH:12][CH:11]=[CH:10][N:9]=1.[C:21]([O-])(=O)/[CH:22]=[CH:23]/[C:24]([O-:26])=O.C(N([CH2:34][CH3:35])CC)C.[CH2:36]1[CH2:40][O:39][CH2:38][CH2:37]1. (2) Given the product [Cl:25][C:22]1[CH:21]=[CH:20][C:19]([O:18][CH:16]2[CH2:17][N:14]([CH2:13][CH2:12][C:8]3([NH2:7])[CH2:11][CH2:10][CH2:9]3)[CH2:15]2)=[CH:24][CH:23]=1, predict the reactants needed to synthesize it. The reactants are: C(OC(=O)[NH:7][C:8]1([CH2:12][CH2:13][N:14]2[CH2:17][CH:16]([O:18][C:19]3[CH:24]=[CH:23][C:22]([Cl:25])=[CH:21][CH:20]=3)[CH2:15]2)[CH2:11][CH2:10][CH2:9]1)(C)(C)C.FC(F)(F)C(O)=O. (3) Given the product [CH3:1][O:8][C:9](=[O:25])[CH2:10][C:11]1[CH:16]=[CH:15][CH:14]=[C:13]([O:17][S:18]([C:21]([F:24])([F:22])[F:23])(=[O:20])=[O:19])[CH:12]=1, predict the reactants needed to synthesize it. The reactants are: [CH2:1]([O:8][C:9](=[O:25])[CH2:10][C:11]1[CH:16]=[CH:15][CH:14]=[C:13]([O:17][S:18]([C:21]([F:24])([F:23])[F:22])(=[O:20])=[O:19])[CH:12]=1)C1C=CC=CC=1.CO.S(=O)(=O)(O)O. (4) The reactants are: ClC1=[C:3]([C:21]([O:23][CH3:24])=[O:22])[NH:4][CH:5]([C:14]2[CH:19]=[CH:18][C:17]([Cl:20])=[CH:16][CH:15]=2)[CH2:6]/[C:7]/1=[N:8]\OS(C)(=O)=O.[CH3:25][NH2:26].[CH2:27]1COCC1. Given the product [NH2:26][C:25]1[C:3]([C:21]([O:23][CH3:24])=[O:22])=[N:4][C:5]([C:14]2[CH:19]=[CH:18][C:17]([Cl:20])=[CH:16][CH:15]=2)=[CH:6][C:7]=1[NH:8][CH3:27], predict the reactants needed to synthesize it. (5) Given the product [Br:18][C:3]1[CH:4]=[C:5]([C:8]2[S:12][C:11]([NH:13][C:14](=[O:16])[CH3:15])=[N:10][C:9]=2[CH3:17])[CH:6]=[CH:7][C:2]=1[S:19]([CH3:25])(=[O:21])=[O:20], predict the reactants needed to synthesize it. The reactants are: N[C:2]1[CH:7]=[CH:6][C:5]([C:8]2[S:12][C:11]([NH:13][C:14](=[O:16])[CH3:15])=[N:10][C:9]=2[CH3:17])=[CH:4][C:3]=1[Br:18].[S:19](Cl)(Cl)(=[O:21])=[O:20].N[C:25]1C=CC=CC=1.S([O-])([O-])=O.[Na+].[Na+].C(=O)([O-])O.[Na+].BrCC(O)=O.